The task is: Predict the product of the given reaction.. This data is from Forward reaction prediction with 1.9M reactions from USPTO patents (1976-2016). (1) The product is: [F:1][C:2]1[CH:3]=[C:4]([C:8]2[C:16]3[C:11](=[CH:12][C:13]([O:19][CH3:20])=[C:14]([C:17]([OH:23])=[O:21])[CH:15]=3)[NH:10][N:9]=2)[CH:5]=[CH:6][CH:7]=1. Given the reactants [F:1][C:2]1[CH:3]=[C:4]([C:8]2[C:16]3[C:11](=[CH:12][C:13]([O:19][CH3:20])=[C:14]([C:17]#N)[CH:15]=3)[NH:10][N:9]=2)[CH:5]=[CH:6][CH:7]=1.[OH2:21].S(=O)(=O)(O)[OH:23], predict the reaction product. (2) Given the reactants Cl[C:2]1[N:7]=[CH:6][N:5]=[C:4]([NH:8][C:9]2[CH:14]=[CH:13][C:12]([NH:15][S:16]([C:19]3[CH:24]=[CH:23][C:22]([F:25])=[CH:21][C:20]=3[F:26])(=[O:18])=[O:17])=[CH:11][CH:10]=2)[CH:3]=1.[CH3:27][N:28]1[CH2:33][CH2:32][CH:31]([CH2:34][O:35][C:36]2[CH:41]=[CH:40][C:39](B3OC(C)(C)C(C)(C)O3)=[CH:38][CH:37]=2)[CH2:30][CH2:29]1.C([O-])([O-])=O.[Cs+].[Cs+], predict the reaction product. The product is: [F:26][C:20]1[CH:21]=[C:22]([F:25])[CH:23]=[CH:24][C:19]=1[S:16]([NH:15][C:12]1[CH:13]=[CH:14][C:9]([NH:8][C:4]2[CH:3]=[C:2]([C:39]3[CH:38]=[CH:37][C:36]([O:35][CH2:34][CH:31]4[CH2:30][CH2:29][N:28]([CH3:27])[CH2:33][CH2:32]4)=[CH:41][CH:40]=3)[N:7]=[CH:6][N:5]=2)=[CH:10][CH:11]=1)(=[O:18])=[O:17]. (3) Given the reactants C([O:8][C:9]1[CH:19]=[C:18]([N+:20]([O-:22])=[O:21])[CH:17]=[CH:16][C:10]=1[O:11][CH2:12][C@H:13]1[CH2:15][O:14]1)C1C=CC=CC=1.C(=O)(O)[O-].[Na+], predict the reaction product. The product is: [N+:20]([C:18]1[CH:17]=[CH:16][C:10]2[O:11][CH2:12][C@H:13]([CH2:15][OH:14])[O:8][C:9]=2[CH:19]=1)([O-:22])=[O:21]. (4) Given the reactants [ClH:1].[C:2]([NH:5][C:6]1[C:7]([F:26])=[CH:8][C:9](N)=[C:10]([CH:24]=1)[O:11][C:12]1[CH:23]=[CH:22][CH:21]=[CH:20][C:13]=1[O:14][CH2:15][C:16]([O:18][CH3:19])=[O:17])(=[O:4])[CH3:3].N([O-])=O.[Na+], predict the reaction product. The product is: [C:2]([NH:5][C:6]1[C:7]([F:26])=[CH:8][C:9]([Cl:1])=[C:10]([CH:24]=1)[O:11][C:12]1[CH:23]=[CH:22][CH:21]=[CH:20][C:13]=1[O:14][CH2:15][C:16]([O:18][CH3:19])=[O:17])(=[O:4])[CH3:3]. (5) The product is: [C:15]([O:14][C:12](=[O:13])[NH:1][CH:2]([CH2:10][OH:11])[CH2:3][C:4]1[CH:5]=[CH:6][CH:7]=[CH:8][CH:9]=1)([CH3:18])([CH3:17])[CH3:16]. Given the reactants [NH2:1][C@@H:2]([CH2:10][OH:11])[CH2:3][C:4]1[CH:9]=[CH:8][CH:7]=[CH:6][CH:5]=1.[C:12](O[C:12]([O:14][C:15]([CH3:18])([CH3:17])[CH3:16])=[O:13])([O:14][C:15]([CH3:18])([CH3:17])[CH3:16])=[O:13], predict the reaction product. (6) Given the reactants [CH:1]1([O:6][C:7]2[CH:8]=[C:9]([CH:15]([N:20]3[C:24](=[O:25])[C:23]4=[CH:26][CH:27]=[CH:28][CH:29]=[C:22]4[C:21]3=[O:30])[CH2:16][C:17](O)=[O:18])[CH:10]=[CH:11][C:12]=2[O:13][CH3:14])[CH2:5][CH2:4][CH2:3][CH2:2]1.Cl.[NH2:32][OH:33], predict the reaction product. The product is: [CH:1]1([O:6][C:7]2[CH:8]=[C:9]([CH:15]([N:20]3[C:24](=[O:25])[C:23]4=[CH:26][CH:27]=[CH:28][CH:29]=[C:22]4[C:21]3=[O:30])[CH2:16][C:17]([NH:32][OH:33])=[O:18])[CH:10]=[CH:11][C:12]=2[O:13][CH3:14])[CH2:5][CH2:4][CH2:3][CH2:2]1. (7) Given the reactants [CH3:1][N:2]([CH:4]([C:13]1[CH:18]=[CH:17][CH:16]=[C:15]([F:19])[CH:14]=1)[CH:5]1[CH2:10][CH2:9][CH:8]([CH:11]=[O:12])[CH2:7][CH2:6]1)[CH3:3].[OH-].[Na+].[BH4-].[Na+], predict the reaction product. The product is: [CH3:3][N:2]([CH:4]([C:13]1[CH:18]=[CH:17][CH:16]=[C:15]([F:19])[CH:14]=1)[CH:5]1[CH2:10][CH2:9][CH:8]([CH2:11][OH:12])[CH2:7][CH2:6]1)[CH3:1]. (8) Given the reactants [Si]([O:8][C@H:9](/[C:17](/[CH3:25])=[CH:18]/[C:19]1[N:20]=[C:21]([CH3:24])[S:22][CH:23]=1)[C@H:10]([CH3:16])/[CH:11]=[C:12](/[CH3:15])\[CH:13]=[CH2:14])(C(C)(C)C)(C)C.F, predict the reaction product. The product is: [OH:8][C@H:9](/[C:17](/[CH3:25])=[CH:18]/[C:19]1[N:20]=[C:21]([CH3:24])[S:22][CH:23]=1)[C@H:10]([CH3:16])/[CH:11]=[C:12](/[CH3:15])\[CH:13]=[CH2:14]. (9) Given the reactants [CH2:1]([O:8][C:9]1[CH:10]=[C:11]([C:15]2[N:24]3[C:18]([CH2:19][C:20](=[O:44])[N:21]([CH2:29][C:30]([N:32]([CH:41]([CH3:43])[CH3:42])[C:33]4[CH:34]=[N:35][C:36]([O:39][CH3:40])=[CH:37][CH:38]=4)=[O:31])[C:22]4[CH:28]=[CH:27][CH:26]=[CH:25][C:23]=43)=[N:17][N:16]=2)[CH:12]=[CH:13][CH:14]=1)[C:2]1[CH:7]=[CH:6][CH:5]=[CH:4][CH:3]=1.[NH:45]1[C:53]2[C:48](=[CH:49][CH:50]=[CH:51][CH:52]=2)[C:47]([CH:54]=O)=[CH:46]1, predict the reaction product. The product is: [CH2:1]([O:8][C:9]1[CH:10]=[C:11]([C:15]2[N:24]3[C:18]([C:19](=[CH:54][C:47]4[C:48]5[C:53](=[CH:52][CH:51]=[CH:50][CH:49]=5)[NH:45][CH:46]=4)[C:20](=[O:44])[N:21]([CH2:29][C:30]([N:32]([CH:41]([CH3:42])[CH3:43])[C:33]4[CH:34]=[N:35][C:36]([O:39][CH3:40])=[CH:37][CH:38]=4)=[O:31])[C:22]4[CH:28]=[CH:27][CH:26]=[CH:25][C:23]=43)=[N:17][N:16]=2)[CH:12]=[CH:13][CH:14]=1)[C:2]1[CH:3]=[CH:4][CH:5]=[CH:6][CH:7]=1. (10) Given the reactants [Br:1][C:2]1[CH:11]=[C:6]([C:7](OC)=[O:8])[C:5]([OH:12])=[CH:4][CH:3]=1.[NH2:13][OH:14], predict the reaction product. The product is: [Br:1][C:2]1[CH:3]=[CH:4][C:5]([OH:12])=[C:6]([CH:11]=1)[C:7]([NH:13][OH:14])=[O:8].